Predict which catalyst facilitates the given reaction. From a dataset of Catalyst prediction with 721,799 reactions and 888 catalyst types from USPTO. (1) Reactant: [CH3:1][O:2][N:3]([CH3:13])[C:4]([C:6]1[C:11]([OH:12])=[CH:10][CH:9]=[CH:8][N:7]=1)=[O:5].[C:14](=O)([O-])[O-].[K+].[K+].CI. Product: [CH3:1][O:2][N:3]([CH3:13])[C:4]([C:6]1[C:11]([O:12][CH3:14])=[CH:10][CH:9]=[CH:8][N:7]=1)=[O:5]. The catalyst class is: 9. (2) Reactant: [Cl:1][C:2]1[CH:3]=[C:4]([NH2:10])[C:5]([NH2:9])=[CH:6][C:7]=1[CH3:8].[F:11][C:12]([F:19])([F:18])[CH:13]([OH:17])[C:14](O)=O.Cl.C(=O)(O)[O-].[Na+]. Product: [Cl:1][C:2]1[C:7]([CH3:8])=[CH:6][C:5]2[NH:9][C:14]([CH:13]([OH:17])[C:12]([F:19])([F:18])[F:11])=[N:10][C:4]=2[CH:3]=1. The catalyst class is: 69. (3) Reactant: [I-].[Na+].[CH:3]([N:6]1[CH2:11][CH2:10][NH:9][CH2:8][CH2:7]1)([CH3:5])[CH3:4].Cl[CH2:13][CH2:14][CH2:15][S:16]([N:19]1[CH2:23][CH2:22][CH:21]([NH:24][C:25]2[N:30]=[C:29]([C:31]3[N:32]([CH:37]([CH3:39])[CH3:38])[C:33]([CH3:36])=[N:34][CH:35]=3)[CH:28]=[CH:27][N:26]=2)[CH2:20]1)(=[O:18])=[O:17]. Product: [CH3:36][C:33]1[N:32]([CH:37]([CH3:39])[CH3:38])[C:31]([C:29]2[CH:28]=[CH:27][N:26]=[C:25]([NH:24][CH:21]3[CH2:22][CH2:23][N:19]([S:16]([CH2:15][CH2:14][CH2:13][N:9]4[CH2:10][CH2:11][N:6]([CH:3]([CH3:5])[CH3:4])[CH2:7][CH2:8]4)(=[O:18])=[O:17])[CH2:20]3)[N:30]=2)=[CH:35][N:34]=1. The catalyst class is: 1. (4) Reactant: C(O)(C(F)(F)F)=O.[CH2:8]([O:10][P:11]([C:14]1[CH:19]=[CH:18][C:17]([NH:20][C:21]2[N:26]=[C:25]([O:27][C:28]3[C:37]4[C:32](=[CH:33][CH:34]=[CH:35][CH:36]=4)[C:31]([NH:38]C(=O)OC(C)(C)C)=[CH:30][CH:29]=3)[CH:24]=[CH:23][N:22]=2)=[CH:16][C:15]=1[O:46][CH3:47])([CH3:13])=[O:12])[CH3:9]. Product: [NH2:38][C:31]1[C:32]2[C:37](=[CH:36][CH:35]=[CH:34][CH:33]=2)[C:28]([O:27][C:25]2[CH:24]=[CH:23][N:22]=[C:21]([NH:20][C:17]3[CH:18]=[CH:19][C:14]([P:11]([CH3:13])(=[O:12])[O:10][CH2:8][CH3:9])=[C:15]([O:46][CH3:47])[CH:16]=3)[N:26]=2)=[CH:29][CH:30]=1. The catalyst class is: 2.